From a dataset of Catalyst prediction with 721,799 reactions and 888 catalyst types from USPTO. Predict which catalyst facilitates the given reaction. (1) Reactant: C(OC(=O)[NH:7][C@@H:8]1[CH2:13][CH2:12][C@@H:11]([C:14](=[O:28])[NH:15][C:16]2[CH:17]=[CH:18][CH:19]=[C:20]3[C:25]=2[N:24]=[C:23]([C:26]#[N:27])[CH:22]=[CH:21]3)[CH2:10][C@@H:9]1[OH:29])(C)(C)C.FC(F)(F)C(O)=O. Product: [C:26]([C:23]1[CH:22]=[CH:21][C:20]2[C:25](=[C:16]([NH:15][C:14]([C@@H:11]3[CH2:12][CH2:13][C@@H:8]([NH2:7])[C@@H:9]([OH:29])[CH2:10]3)=[O:28])[CH:17]=[CH:18][CH:19]=2)[N:24]=1)#[N:27]. The catalyst class is: 4. (2) The catalyst class is: 40. Reactant: C([O:3][C:4](=[O:17])[C:5]([NH:7][C:8]1[CH:13]=[CH:12][CH:11]=[C:10]([N+:14]([O-:16])=[O:15])[CH:9]=1)=[O:6])C. Product: [N+:14]([C:10]1[CH:9]=[C:8]([NH:7][C:5](=[O:6])[C:4]([OH:17])=[O:3])[CH:13]=[CH:12][CH:11]=1)([O-:16])=[O:15]. (3) Reactant: [Br:1][C:2]1[CH:10]=[CH:9][C:5]([C:6]([OH:8])=[O:7])=[CH:4][C:3]=1O.[C:12](=O)([O-])[O-].[K+].[K+].S([O:23][CH3:24])(OC)(=O)=O.O. Product: [Br:1][C:2]1[CH:10]=[CH:9][C:5]([C:6]([O:8][CH3:12])=[O:7])=[CH:4][C:3]=1[O:23][CH3:24]. The catalyst class is: 21.